From a dataset of Catalyst prediction with 721,799 reactions and 888 catalyst types from USPTO. Predict which catalyst facilitates the given reaction. (1) Reactant: Br[C:2]1[CH:11]=[C:10]2[C:5]([CH:6]=[CH:7][C:8]([C:12]([NH:14][C:15]3[CH:16]=[N:17][CH:18]=[CH:19][C:20]=3[N:21]3[CH2:26][C@H:25]([CH3:27])[C@@H:24]([O:28][Si:29]([C:32]([CH3:35])([CH3:34])[CH3:33])([CH3:31])[CH3:30])[C@H:23]([NH:36][C:37](=[O:43])[O:38][C:39]([CH3:42])([CH3:41])[CH3:40])[CH2:22]3)=[O:13])=[N:9]2)=[CH:4][CH:3]=1.[O:44]1[CH2:49][CH2:48][CH:47]([O:50][C:51]2[N:56]=[CH:55][C:54](B(O)O)=[CH:53][CH:52]=2)[CH2:46][CH2:45]1.CCN(C(C)C)C(C)C.N#N. Product: [Si:29]([O:28][C@@H:24]1[C@@H:25]([CH3:27])[CH2:26][N:21]([C:20]2[CH:19]=[CH:18][N:17]=[CH:16][C:15]=2[NH:14][C:12]([C:8]2[CH:7]=[CH:6][C:5]3[C:10](=[CH:11][C:2]([C:54]4[CH:55]=[N:56][C:51]([O:50][CH:47]5[CH2:48][CH2:49][O:44][CH2:45][CH2:46]5)=[CH:52][CH:53]=4)=[CH:3][CH:4]=3)[N:9]=2)=[O:13])[CH2:22][C@H:23]1[NH:36][C:37](=[O:43])[O:38][C:39]([CH3:40])([CH3:42])[CH3:41])([C:32]([CH3:35])([CH3:33])[CH3:34])([CH3:31])[CH3:30]. The catalyst class is: 760. (2) Reactant: [Cl:1][C:2]1[C:3]([C:27]([F:30])([F:29])[F:28])=[N:4][N:5]([CH2:8][C:9]([N:11]2[CH2:16][CH2:15][C:14]([C:20]3[CH:25]=[CH:24][C:23]([Cl:26])=[CH:22][CH:21]=3)([C:17](O)=[O:18])[CH2:13][CH2:12]2)=[O:10])[C:6]=1[CH3:7].[NH:31]1[CH2:36][CH2:35][NH:34][CH2:33][CH2:32]1.F[P-](F)(F)(F)(F)F.N1(O[P+](N(C)C)(N(C)C)N(C)C)C2C=CC=CC=2N=N1. Product: [Cl:1][C:2]1[C:3]([C:27]([F:28])([F:29])[F:30])=[N:4][N:5]([CH2:8][C:9]([N:11]2[CH2:16][CH2:15][C:14]([C:20]3[CH:21]=[CH:22][C:23]([Cl:26])=[CH:24][CH:25]=3)([C:17]([N:31]3[CH2:36][CH2:35][NH:34][CH2:33][CH2:32]3)=[O:18])[CH2:13][CH2:12]2)=[O:10])[C:6]=1[CH3:7]. The catalyst class is: 37. (3) Reactant: [S:1]1[C:5]2[CH:6]=[CH:7][CH:8]=[CH:9][C:4]=2[N:3]=[C:2]1[O:10][C:11]1[CH:16]=[CH:15][C:14]([CH2:17][CH2:18][N:19]2[CH2:24][CH2:23][CH:22]([NH:25]C(=NC#N)OC3C=CC=CC=3)[CH2:21][CH2:20]2)=[CH:13][CH:12]=1.C(OC(=O)[NH:43][CH:44]1[CH2:49][CH2:48][N:47]([CH2:50][CH2:51][C:52]2[CH:57]=[CH:56][C:55]([O:58][C:59]3[S:60][C:61]4[CH:67]=[CH:66][CH:65]=[CH:64][C:62]=4[N:63]=3)=[CH:54][CH:53]=2)[CH2:46][CH2:45]1)(C)(C)C.[ClH:69].S1C2C=CC=CC=2N=C1OC1C=CC(CCN2CCC(N)CC2)=CC=1. Product: [ClH:69].[S:1]1[C:5]2[CH:6]=[CH:7][CH:8]=[CH:9][C:4]=2[N:3]=[C:2]1[O:10][C:11]1[CH:12]=[CH:13][C:14]([CH2:17][CH2:18][N:19]2[CH2:20][CH2:21][CH:22]([NH2:25])[CH2:23][CH2:24]2)=[CH:15][CH:16]=1.[S:60]1[C:61]2[CH:67]=[CH:66][CH:65]=[CH:64][C:62]=2[N:63]=[C:59]1[O:58][C:55]1[CH:54]=[CH:53][C:52]([CH2:51][CH2:50][N:47]2[CH2:46][CH2:45][CH:44]([NH2:43])[CH2:49][CH2:48]2)=[CH:57][CH:56]=1. The catalyst class is: 2. (4) Reactant: [N:1]1[N:2]([C:6]2[CH:7]=[C:8]([NH:12][C:13]3[C:18]([C:19]([NH2:21])=[O:20])=[CH:17][N:16]=[C:15](SC)[N:14]=3)[CH:9]=[CH:10][CH:11]=2)[N:3]=[CH:4][CH:5]=1.C1C=C(Cl)C=C(C(OO)=O)C=1.[CH2:35]([NH2:37])[CH3:36]. Product: [N:1]1[N:2]([C:6]2[CH:7]=[C:8]([NH:12][C:13]3[C:18]([C:19]([NH2:21])=[O:20])=[CH:17][N:16]=[C:15]([NH:37][CH2:35][CH3:36])[N:14]=3)[CH:9]=[CH:10][CH:11]=2)[N:3]=[CH:4][CH:5]=1. The catalyst class is: 296. (5) Product: [NH2:20][CH:17]1[CH2:18][CH2:19][N:15]([C:13](=[O:14])[CH2:12][C:10]2[NH:9][N:8]=[C:7]([C:4]3[CH:5]=[CH:6][N:1]=[CH:2][CH:3]=3)[N:11]=2)[CH2:16]1. The catalyst class is: 2. Reactant: [N:1]1[CH:6]=[CH:5][C:4]([C:7]2[N:11]=[C:10]([CH2:12][C:13]([N:15]3[CH2:19][CH2:18][CH:17]([NH:20]C(=O)OC(C)(C)C)[CH2:16]3)=[O:14])[NH:9][N:8]=2)=[CH:3][CH:2]=1.FC(F)(F)C(O)=O. (6) Reactant: [NH2:1][C:2]1[CH:3]=[C:4]2[C:13](=[CH:14][C:15]=1[F:16])[O:12][CH2:11][C:10]1[N:5]2[CH:6]([CH3:18])[C:7](=[O:17])[NH:8][N:9]=1.O=[C:20]1[CH2:23][N:22]([C:24]([O:26][C:27]([CH3:30])([CH3:29])[CH3:28])=[O:25])[CH2:21]1.C([BH3-])#N.[Na+]. Product: [C:27]([O:26][C:24]([N:22]1[CH2:23][CH:20]([NH:1][C:2]2[CH:3]=[C:4]3[C:13](=[CH:14][C:15]=2[F:16])[O:12][CH2:11][C:10]2[N:5]3[CH:6]([CH3:18])[C:7](=[O:17])[NH:8][N:9]=2)[CH2:21]1)=[O:25])([CH3:30])([CH3:28])[CH3:29]. The catalyst class is: 467. (7) Reactant: [NH:1]1[C:9]2[C:4](=[CH:5][CH:6]=[CH:7][CH:8]=2)[CH:3]=[C:2]1[C:10]1[C:18]2[C:13](=[CH:14][CH:15]=[C:16]([OH:19])[CH:17]=2)[NH:12][N:11]=1.[N+](C1C=CC([O:29][P:30]([CH3:33])([CH3:32])=O)=CC=1)([O-])=O.N12CCCN=C1CCCCC2. Product: [NH:1]1[C:9]2[C:4](=[CH:5][CH:6]=[CH:7][CH:8]=2)[CH:3]=[C:2]1[C:10]1[C:18]2[C:13](=[CH:14][CH:15]=[C:16]([O:19][P:30]([CH3:33])([CH3:32])=[O:29])[CH:17]=2)[NH:12][N:11]=1. The catalyst class is: 4.